From a dataset of Full USPTO retrosynthesis dataset with 1.9M reactions from patents (1976-2016). Predict the reactants needed to synthesize the given product. (1) Given the product [Cl:1][C:2]1[CH:24]=[CH:23][C:5]([CH2:6][NH:7][C:8]([C:10]2[C:19](=[O:20])[C:18]3[C:13](=[CH:14][CH:15]=[C:16]([C:28]#[C:27][CH2:26][CH2:25][OH:29])[CH:17]=3)[N:12]([CH3:22])[N:11]=2)=[O:9])=[CH:4][CH:3]=1, predict the reactants needed to synthesize it. The reactants are: [Cl:1][C:2]1[CH:24]=[CH:23][C:5]([CH2:6][NH:7][C:8]([C:10]2[C:19](=[O:20])[C:18]3[C:13](=[CH:14][CH:15]=[C:16](I)[CH:17]=3)[N:12]([CH3:22])[N:11]=2)=[O:9])=[CH:4][CH:3]=1.[CH2:25]([OH:29])[CH2:26][C:27]#[CH:28]. (2) Given the product [Br:1][C:2]1[CH:3]=[CH:4][C:5]([C:8]2[CH:13]=[CH:12][C:11]([O:14][CH2:24][C:21]3[O:20][C:19]([C:17]([OH:18])=[O:16])=[CH:23][CH:22]=3)=[CH:10][CH:9]=2)=[CH:6][CH:7]=1, predict the reactants needed to synthesize it. The reactants are: [Br:1][C:2]1[CH:7]=[CH:6][C:5]([C:8]2[CH:13]=[CH:12][C:11]([OH:14])=[CH:10][CH:9]=2)=[CH:4][CH:3]=1.C[O:16][C:17]([C:19]1[O:20][C:21]([CH2:24]Cl)=[CH:22][CH:23]=1)=[O:18]. (3) Given the product [CH2:15]([N:17]1[C:23]2[N:24]=[CH:25][C:26]([CH2:28][CH2:29][O:30][C:38]3[CH:43]=[CH:42][C:41]([C:44]4[O:48][C:47]([CH:49]=[O:50])=[CH:46][CH:45]=4)=[CH:40][C:39]=3[CH3:51])=[CH:27][C:22]=2[C:21](=[O:31])[N:20]([CH3:32])[C:19]2[CH:33]=[CH:34][CH:35]=[N:36][C:18]1=2)[CH3:16], predict the reactants needed to synthesize it. The reactants are: CC(OC(/N=N/C(OC(C)C)=O)=O)C.[CH2:15]([N:17]1[C:23]2[N:24]=[CH:25][C:26]([CH2:28][CH2:29][OH:30])=[CH:27][C:22]=2[C:21](=[O:31])[N:20]([CH3:32])[C:19]2[CH:33]=[CH:34][CH:35]=[N:36][C:18]1=2)[CH3:16].O[C:38]1[CH:43]=[CH:42][C:41]([C:44]2[O:48][C:47]([CH:49]=[O:50])=[CH:46][CH:45]=2)=[CH:40][C:39]=1[CH3:51].C1C=CC(P(C2C=CC=CC=2)C2C=CC=CC=2)=CC=1.